From a dataset of Full USPTO retrosynthesis dataset with 1.9M reactions from patents (1976-2016). Predict the reactants needed to synthesize the given product. (1) Given the product [C:1]1([N:7]2[CH2:12][CH2:11][N:10]([C:14]([NH:13][C:16](=[O:17])[O:18][CH2:19][CH3:20])=[S:15])[CH2:9][CH2:8]2)[CH:6]=[CH:5][CH:4]=[CH:3][CH:2]=1, predict the reactants needed to synthesize it. The reactants are: [C:1]1([N:7]2[CH2:12][CH2:11][NH:10][CH2:9][CH2:8]2)[CH:6]=[CH:5][CH:4]=[CH:3][CH:2]=1.[N:13]([C:16]([O:18][CH2:19][CH3:20])=[O:17])=[C:14]=[S:15]. (2) Given the product [CH2:20]([C:19]([C:16]1[CH:17]=[CH:18][C:13]([C:10]2[CH:11]=[CH:12][C:7]([CH2:6][C:5]([OH:40])=[O:4])=[CH:8][CH:9]=2)=[C:14]([CH3:39])[CH:15]=1)([C:22]1[CH:27]=[CH:26][C:25]([C:28]#[C:29][C:30]([CH2:31][CH3:32])([OH:33])[CH2:34][CH3:35])=[C:24]([CH3:36])[CH:23]=1)[CH2:37][CH3:38])[CH3:21], predict the reactants needed to synthesize it. The reactants are: [OH-].[Na+].C[O:4][C:5](=[O:40])[CH2:6][C:7]1[CH:12]=[CH:11][C:10]([C:13]2[CH:18]=[CH:17][C:16]([C:19]([CH2:37][CH3:38])([C:22]3[CH:27]=[CH:26][C:25]([C:28]#[C:29][C:30]([CH2:34][CH3:35])([OH:33])[CH2:31][CH3:32])=[C:24]([CH3:36])[CH:23]=3)[CH2:20][CH3:21])=[CH:15][C:14]=2[CH3:39])=[CH:9][CH:8]=1.[Cl-].[NH4+]. (3) Given the product [C:16]([NH:19][C@@:20]1([C:32]([O:34][CH2:35][CH3:36])=[O:33])[CH2:25][C:24]2([CH2:2][CH2:26]2)[C@@H:23]2[C@H:21]1[C@H:22]2[C:27]([O:29][CH2:30][CH3:31])=[O:28])(=[O:18])[CH3:17], predict the reactants needed to synthesize it. The reactants are: F[C:2](F)(F)C(O)=O.C([Zn]CC)C.ICI.[C:16]([NH:19][C@@:20]1([C:32]([O:34][CH2:35][CH3:36])=[O:33])[CH2:25][C:24](=[CH2:26])[C@@H:23]2[C@H:21]1[C@H:22]2[C:27]([O:29][CH2:30][CH3:31])=[O:28])(=[O:18])[CH3:17]. (4) Given the product [CH:1]1([N:4]([CH2:18][C:19]2[O:23][CH:22]=[C:21]([C:24]([N:38]3[CH2:37][CH2:36][N:35]([CH2:34][CH:31]4[CH2:32][CH2:33][N:28]([CH3:27])[CH2:29][CH2:30]4)[CH2:40][CH2:39]3)=[O:25])[CH:20]=2)[S:5]([C:8]2[C:9]([CH3:17])=[CH:10][C:11]([O:15][CH3:16])=[CH:12][C:13]=2[CH3:14])(=[O:6])=[O:7])[CH2:2][CH2:3]1, predict the reactants needed to synthesize it. The reactants are: [CH:1]1([N:4]([CH2:18][C:19]2[O:23][CH:22]=[C:21]([C:24](O)=[O:25])[CH:20]=2)[S:5]([C:8]2[C:13]([CH3:14])=[CH:12][C:11]([O:15][CH3:16])=[CH:10][C:9]=2[CH3:17])(=[O:7])=[O:6])[CH2:3][CH2:2]1.[CH3:27][N:28]1[CH2:33][CH2:32][CH:31]([CH2:34][N:35]2[CH2:40][CH2:39][NH:38][CH2:37][CH2:36]2)[CH2:30][CH2:29]1.CC(C)N=C=NC(C)C.C1C=C2N=NN(O)C2=CC=1.O. (5) Given the product [NH2:2][C:3]1[C:4]2[C:14]([O:15][CH2:16][C:17]([NH:20][C:25](=[O:26])[C:24]3[CH:28]=[CH:29][N:30]=[C:22]([Br:21])[CH:23]=3)([CH3:18])[CH3:19])=[CH:13][CH:12]=[CH:11][C:5]=2[NH:6][S:7](=[O:10])(=[O:9])[N:8]=1, predict the reactants needed to synthesize it. The reactants are: Cl.[NH2:2][C:3]1[C:4]2[C:14]([O:15][CH2:16][C:17]([NH2:20])([CH3:19])[CH3:18])=[CH:13][CH:12]=[CH:11][C:5]=2[NH:6][S:7](=[O:10])(=[O:9])[N:8]=1.[Br:21][C:22]1[CH:23]=[C:24]([CH:28]=[CH:29][N:30]=1)[C:25](O)=[O:26]. (6) Given the product [ClH:44].[C:1]([N:4]1[C:13]2[C:8](=[CH:9][C:10]([C:14]3[CH:19]=[N:18][C:17]([N:20]4[CH2:21][CH2:22][NH:23][CH2:24][CH2:25]4)=[CH:16][CH:15]=3)=[CH:11][CH:12]=2)[C@H:7]([NH:33][C:34](=[O:35])[O:36][CH:37]([CH3:38])[CH3:39])[CH2:6][C@@H:5]1[CH3:40])(=[O:3])[CH3:2], predict the reactants needed to synthesize it. The reactants are: [C:1]([N:4]1[C:13]2[C:8](=[CH:9][C:10]([C:14]3[CH:15]=[CH:16][C:17]([N:20]4[CH2:25][CH2:24][N:23](C(OC(C)(C)C)=O)[CH2:22][CH2:21]4)=[N:18][CH:19]=3)=[CH:11][CH:12]=2)[C@H:7]([NH:33][C:34]([O:36][CH:37]([CH3:39])[CH3:38])=[O:35])[CH2:6][C@@H:5]1[CH3:40])(=[O:3])[CH3:2].C([Cl:44])(=O)C.